This data is from Catalyst prediction with 721,799 reactions and 888 catalyst types from USPTO. The task is: Predict which catalyst facilitates the given reaction. Reactant: [OH-].[Na+].[F:3][C:4]1[CH:5]=[CH:6][C:7]([C:13]2[NH:17][N:16]=[CH:15][CH:14]=2)=[C:8]([CH:12]=1)[C:9]([O-:11])=[O:10]. Product: [F:3][C:4]1[CH:5]=[CH:6][C:7]([C:13]2[NH:17][N:16]=[CH:15][CH:14]=2)=[C:8]([CH:12]=1)[C:9]([OH:11])=[O:10]. The catalyst class is: 5.